Dataset: Full USPTO retrosynthesis dataset with 1.9M reactions from patents (1976-2016). Task: Predict the reactants needed to synthesize the given product. (1) Given the product [Cl:7][C:6]1[CH:1]=[CH:2][C:3]([O:9][C:10]2[CH:11]=[CH:12][C:13]([Cl:17])=[CH:14][C:15]=2[Cl:16])=[C:4]([O:8][C:34](=[O:35])[CH2:33][O:32][CH2:25][C:26]2[CH:31]=[CH:30][CH:29]=[CH:28][CH:27]=2)[CH:5]=1, predict the reactants needed to synthesize it. The reactants are: [CH:1]1[C:6]([Cl:7])=[CH:5][C:4]([OH:8])=[C:3]([O:9][C:10]2[CH:11]=[CH:12][C:13]([Cl:17])=[CH:14][C:15]=2[Cl:16])[CH:2]=1.C(N(CC)CC)C.[CH2:25]([O:32][CH2:33][C:34](Cl)=[O:35])[C:26]1[CH:31]=[CH:30][CH:29]=[CH:28][CH:27]=1. (2) Given the product [Cl:10][CH2:11][CH2:12][C:13]([C:4]1[CH:5]=[CH:6][CH:7]=[C:2]([Cl:1])[CH:3]=1)=[O:14], predict the reactants needed to synthesize it. The reactants are: [Cl:1][C:2]1[CH:3]=[C:4]([Mg]Br)[CH:5]=[CH:6][CH:7]=1.[Cl:10][CH2:11][CH2:12][C:13](Cl)=[O:14].Cl. (3) Given the product [CH3:13][NH:14][C:15]1[S:16][CH:8]=[C:7]([C:6]2[CH:11]=[CH:12][C:3]([C:1]#[N:2])=[CH:4][CH:5]=2)[N:17]=1, predict the reactants needed to synthesize it. The reactants are: [C:1]([C:3]1[CH:12]=[CH:11][C:6]([C:7](=O)[CH2:8]Br)=[CH:5][CH:4]=1)#[N:2].[CH3:13][NH:14][C:15]([NH2:17])=[S:16].C(=O)(O)[O-].[Na+]. (4) Given the product [CH:1]1([C:4]([O:5][Si:8]([CH3:10])([CH3:9])[CH3:7])([CH3:6])[C:13]#[N:14])[CH2:3][CH2:2]1, predict the reactants needed to synthesize it. The reactants are: [CH:1]1([C:4]([CH3:6])=[O:5])[CH2:3][CH2:2]1.[CH3:7][Si:8](C#N)([CH3:10])[CH3:9].[C-:13]#[N:14].[K+]. (5) Given the product [NH3:2].[CH3:5][OH:6].[CH3:28][N:29]([C:48]1[N:53]=[CH:52][C:51]([C:54]2[CH:59]=[CH:58][N:57]=[C:56]([NH:60][C:61]3[CH:66]=[CH:65][C:64]([N:67]4[CH2:72][C@@H:71]5[CH2:73][C@H:68]4[CH2:69][N:70]5[CH3:74])=[C:63]([CH3:75])[CH:62]=3)[N:55]=2)=[CH:50][CH:49]=1)[CH3:30], predict the reactants needed to synthesize it. The reactants are: C[N:2](C)C=C[C:5](C1C=NC(Cl)=CC=1)=[O:6].OC(C(F)(F)F)=O.CC1C=C(NC(N)=N)C=C[C:28]=1[N:29]1C[C@@H]2C[C@H:30]1CN2C.C([O-])([O-])=O.[K+].[K+].Cl[C:48]1[N:53]=[CH:52][C:51]([C:54]2[CH:59]=[CH:58][N:57]=[C:56]([NH:60][C:61]3[CH:66]=[CH:65][C:64]([N:67]4[CH2:72][C@@H:71]5[CH2:73][C@H:68]4[CH2:69][N:70]5[CH3:74])=[C:63]([CH3:75])[CH:62]=3)[N:55]=2)=[CH:50][CH:49]=1.N(C)C.Cl.